This data is from Full USPTO retrosynthesis dataset with 1.9M reactions from patents (1976-2016). The task is: Predict the reactants needed to synthesize the given product. Given the product [Cl:1][C:2]1[CH:30]=[C:29]([CH:31]2[CH2:32][CH2:33]2)[CH:28]=[CH:27][C:3]=1[CH2:4][N:5]1[CH2:6][CH2:7][CH:8]([CH2:11][O:12][C:13]2[C:22]([CH:23]3[CH2:24][CH2:25]3)=[CH:21][C:16]([C:17]([OH:19])=[O:18])=[C:15]([F:26])[CH:14]=2)[CH2:9][CH2:10]1, predict the reactants needed to synthesize it. The reactants are: [Cl:1][C:2]1[CH:30]=[C:29]([CH:31]2[CH2:33][CH2:32]2)[CH:28]=[CH:27][C:3]=1[CH2:4][N:5]1[CH2:10][CH2:9][CH:8]([CH2:11][O:12][C:13]2[C:22]([CH:23]3[CH2:25][CH2:24]3)=[CH:21][C:16]([C:17]([O:19]C)=[O:18])=[C:15]([F:26])[CH:14]=2)[CH2:7][CH2:6]1.O.[OH-].[Li+].Cl.